From a dataset of Forward reaction prediction with 1.9M reactions from USPTO patents (1976-2016). Predict the product of the given reaction. Given the reactants [NH2:1][C:2]1[S:3][C:4]([C:8]2[CH:13]=[CH:12][N:11]=[C:10]([NH:14][C:15]3[CH:20]=[CH:19][C:18]([F:21])=[CH:17][CH:16]=3)[N:9]=2)=[C:5]([CH3:7])[N:6]=1.[Cl:22][CH2:23][C:24](NC1SC(C2C=CN=C(NC3C=CC=C([N+]([O-])=O)C=3)N=2)=C(C)N=1)=[O:25], predict the reaction product. The product is: [Cl:22][CH2:23][C:24]([NH:1][C:2]1[S:3][C:4]([C:8]2[CH:13]=[CH:12][N:11]=[C:10]([NH:14][C:15]3[CH:20]=[CH:19][C:18]([F:21])=[CH:17][CH:16]=3)[N:9]=2)=[C:5]([CH3:7])[N:6]=1)=[O:25].